This data is from Catalyst prediction with 721,799 reactions and 888 catalyst types from USPTO. The task is: Predict which catalyst facilitates the given reaction. (1) Reactant: [C:1]([NH:4][C:5]1[CH:10]=[C:9]([C:11]2[NH:19][C:18]3[C:13](=[N:14][C:15](Br)=[CH:16][C:17]=3[C:20]([O:22][CH3:23])=[O:21])[CH:12]=2)[CH:8]=[CH:7][N:6]=1)(=[O:3])[CH3:2]. Product: [C:1]([NH:4][C:5]1[CH:10]=[C:9]([C:11]2[NH:19][C:18]3[C:13](=[N:14][CH:15]=[CH:16][C:17]=3[C:20]([O:22][CH3:23])=[O:21])[CH:12]=2)[CH:8]=[CH:7][N:6]=1)(=[O:3])[CH3:2]. The catalyst class is: 403. (2) Reactant: [NH2:1][C:2]1[N:3]=[C:4]([C:19]2[CH:24]=[CH:23][CH:22]=[CH:21][CH:20]=2)[C:5]([C:9]2[CH:10]=[CH:11][C:12](=[O:18])[N:13]([CH:15]([CH3:17])[CH3:16])[N:14]=2)=[N:6][C:7]=1Br.C(N)C1C=CC=CC=1.O.C[C:35]([N:37](C)[CH3:38])=O. Product: [NH2:1][C:2]1[N:3]=[C:4]([C:19]2[CH:24]=[CH:23][CH:22]=[CH:21][CH:20]=2)[C:5]([C:9]2[CH:10]=[CH:11][C:12](=[O:18])[N:13]([CH:15]([CH3:17])[CH3:16])[N:14]=2)=[N:6][C:7]=1[N:37]([CH3:38])[CH3:35]. The catalyst class is: 22. (3) Reactant: [NH2:1][C:2]1[CH:27]=[CH:26][C:5]([O:6][C:7]2[CH:8]=[C:9]([CH:23]=[CH:24][CH:25]=2)[C:10]([NH:12][C:13]2[CH:18]=[CH:17][C:16]([C:19]([F:22])([F:21])[F:20])=[CH:15][CH:14]=2)=[O:11])=[CH:4][CH:3]=1.[S-:28][C:29]#[N:30].[K+].BrBr. Product: [NH2:30][C:29]1[S:28][C:27]2[CH:26]=[C:5]([O:6][C:7]3[CH:8]=[C:9]([CH:23]=[CH:24][CH:25]=3)[C:10]([NH:12][C:13]3[CH:18]=[CH:17][C:16]([C:19]([F:20])([F:21])[F:22])=[CH:15][CH:14]=3)=[O:11])[CH:4]=[CH:3][C:2]=2[N:1]=1. The catalyst class is: 15. (4) Reactant: [OH-].[Li+].[Cl:3][C:4]1[CH:37]=[CH:36][C:7]([C:8]([NH:10][C:11]2[O:15][C:14]([C:16]([NH:18][C:19]3[CH:24]=[CH:23][C:22]([C@H:25]4[CH2:30][CH2:29][C@H:28]([CH2:31][C:32]([O:34]C)=[O:33])[CH2:27][CH2:26]4)=[CH:21][CH:20]=3)=[O:17])=[N:13][N:12]=2)=[O:9])=[CH:6][CH:5]=1.Cl. Product: [Cl:3][C:4]1[CH:37]=[CH:36][C:7]([C:8]([NH:10][C:11]2[O:15][C:14]([C:16]([NH:18][C:19]3[CH:24]=[CH:23][C:22]([C@H:25]4[CH2:26][CH2:27][C@H:28]([CH2:31][C:32]([OH:34])=[O:33])[CH2:29][CH2:30]4)=[CH:21][CH:20]=3)=[O:17])=[N:13][N:12]=2)=[O:9])=[CH:6][CH:5]=1. The catalyst class is: 24. (5) Reactant: OC(C(F)(F)F)=O.NCC[N:11]1[C:15](=[O:16])[CH:14]=[CH:13][C:12]1=[O:17].[CH3:18][CH2:19][N:20](C(C)C)C(C)C.CN([P+](ON1N=NC2C=CC=CC1=2)(N(C)C)N(C)C)C.F[P-](F)(F)(F)(F)F. Product: [NH2:20][CH2:19][CH2:18][C:14]1[C:15]([NH:11][C:12](=[O:17])[CH:13]=1)=[O:16]. The catalyst class is: 3. (6) Reactant: [CH2:1]([O:3][C:4](=[O:22])[C:5]([CH3:21])([S:17]([CH3:20])(=[O:19])=[O:18])[CH2:6][CH2:7][C:8]1[CH:13]=[CH:12][C:11](B(O)O)=[CH:10][CH:9]=1)[CH3:2].[NH:23]1[CH:27]=[CH:26][CH:25]=[N:24]1.N1C=CC=CC=1. Product: [CH3:21][C:5]([S:17]([CH3:20])(=[O:19])=[O:18])([CH2:6][CH2:7][C:8]1[CH:13]=[CH:12][C:11]([N:23]2[CH:27]=[CH:26][CH:25]=[N:24]2)=[CH:10][CH:9]=1)[C:4]([O:3][CH2:1][CH3:2])=[O:22]. The catalyst class is: 302. (7) Reactant: [NH2:1][CH2:2][C:3]1[CH:4]=[C:5]([C:20]2[S:24][C:23]([C@@:25]3([OH:36])[CH2:30][CH2:29][C@H:28]([C:31]([OH:33])=[O:32])[C:27]([CH3:35])([CH3:34])[CH2:26]3)=[N:22][CH:21]=2)[CH:6]=[C:7]([NH:9][C:10]2[N:15]=[C:14]([C:16]([F:19])([F:18])[F:17])[CH:13]=[CH:12][N:11]=2)[CH:8]=1.[C:37]([OH:40])(=[O:39])[CH3:38].[CH2:41](Cl)CCl.C1C=CC2N(O)N=NC=2C=1.C(N(CC)CC)C. Product: [C:37]([NH:1][CH2:2][C:3]1[CH:4]=[C:5]([C:20]2[S:24][C:23]([C@@:25]3([OH:36])[CH2:30][CH2:29][C@H:28]([C:31]([OH:33])=[O:32])[C:27]([CH3:34])([CH3:35])[CH2:26]3)=[N:22][CH:21]=2)[CH:6]=[C:7]([NH:9][C:10]2[N:15]=[C:14]([C:16]([F:18])([F:19])[F:17])[CH:13]=[CH:12][N:11]=2)[CH:8]=1)(=[O:39])[CH3:38].[C:37]([NH:1][CH2:2][C:3]1[CH:4]=[C:5]([C:20]2[S:24][C:23]([C@@:25]3([OH:36])[CH2:30][CH2:29][C@H:28]([C:31]([O:33][CH3:41])=[O:32])[C:27]([CH3:34])([CH3:35])[CH2:26]3)=[N:22][CH:21]=2)[CH:6]=[C:7]([NH:9][C:10]2[N:15]=[C:14]([C:16]([F:18])([F:19])[F:17])[CH:13]=[CH:12][N:11]=2)[CH:8]=1)(=[O:40])[CH3:38]. The catalyst class is: 1. (8) Reactant: Cl.[NH2:2][CH:3]1[CH2:8][CH2:7][N:6]([CH2:9][CH2:10][N:11]2[C:20]3[C:15](=[CH:16][CH:17]=[N:18][CH:19]=3)[CH:14]=[CH:13][C:12]2=[O:21])[CH2:5][CH2:4]1.C[O-].[Na+].CO.[Cl:27][C:28]1[C:37]([CH:38]=O)=[N:36][C:35]2[NH:34][C:33](=[O:40])[CH2:32][S:31][C:30]=2[CH:29]=1.C([BH3-])#N.[Na+]. Product: [Cl:27][C:28]1[C:37]([CH2:38][NH:2][CH:3]2[CH2:8][CH2:7][N:6]([CH2:9][CH2:10][N:11]3[C:20]4[C:15](=[CH:16][CH:17]=[N:18][CH:19]=4)[CH:14]=[CH:13][C:12]3=[O:21])[CH2:5][CH2:4]2)=[N:36][C:35]2[NH:34][C:33](=[O:40])[CH2:32][S:31][C:30]=2[CH:29]=1. The catalyst class is: 130.